From a dataset of Cav3 T-type calcium channel HTS with 100,875 compounds. Binary Classification. Given a drug SMILES string, predict its activity (active/inactive) in a high-throughput screening assay against a specified biological target. (1) The compound is Clc1ccc(Cn2c3c(n(c(=O)n(c3=O)C)C)nc2SCC(=O)NCc2cc3OCOc3cc2)cc1. The result is 0 (inactive). (2) The molecule is O=C(NC1CCCCCC1)c1ncn(c1)c1nc(ccc1)C. The result is 0 (inactive). (3) The molecule is O=C(N(C(C)C)Cc1onc(n1)c1ccc(cc1)C)CCCCCN1C(=O)c2c(C1=O)cccc2. The result is 1 (active). (4) The compound is O=c1n(c(=O)n(c2ncn(c12)CC(=O)Nc1cc(ccc1)C(OC)=O)C)C. The result is 0 (inactive). (5) The drug is S1C(CC(=O)N=C1N)C(=O)NCCc1ccccc1. The result is 0 (inactive). (6) The molecule is O(CCOc1ccc(OCC)cc1)c1ncnc2c1cccc2. The result is 0 (inactive). (7) The result is 0 (inactive). The compound is Clc1ccc(C(=O)NN(c2nc(SC)nc3c2cccc3)C)cc1. (8) The compound is s1c(CNC(=O)C(OC(=O)c2occc2)c2ccc(cc2)C)ccc1. The result is 0 (inactive). (9) The molecule is Brc1ccc(c2[nH]n3c(nc(CCC)cc3=O)c2)cc1. The result is 0 (inactive).